This data is from Retrosynthesis with 50K atom-mapped reactions and 10 reaction types from USPTO. The task is: Predict the reactants needed to synthesize the given product. (1) Given the product CC(O)C(O)c1ccc(C(=O)O)nc1, predict the reactants needed to synthesize it. The reactants are: COC(=O)c1ccc(C(O)C(C)O)cn1. (2) Given the product Cc1ccccc1C(=O)Nc1ccc([C@H]2CCC(N3CCC[C@@H]3C)C2)cc1, predict the reactants needed to synthesize it. The reactants are: C[C@H]1CCCN1C1CC[C@H](c2ccc(N)cc2)C1.Cc1ccccc1C(=O)Cl. (3) Given the product CC(C)(C)OC(=O)N[C@@H]1C[C@H]1c1ccc(NC(=O)c2cccc(Br)c2)cc1, predict the reactants needed to synthesize it. The reactants are: CC(C)(C)OC(=O)N[C@@H]1C[C@H]1c1ccc(N)cc1.O=C(Cl)c1cccc(Br)c1. (4) Given the product COc1ccccc1C(=O)c1ccccc1Br, predict the reactants needed to synthesize it. The reactants are: COc1ccccc1Br.O=C(Cl)c1ccccc1Br. (5) Given the product CC(C)(C)Oc1nccnc1CN1CCC(C)(C(=O)Cc2ccccc2F)CC1, predict the reactants needed to synthesize it. The reactants are: CC(C)(C)Oc1nccnc1C=O.CC1(C(=O)Cc2ccccc2F)CCNCC1. (6) Given the product CCCCCCCCCCOc1cccc(-n2c(C)ccc2-c2ccc(O[C@H](Cc3ccccc3)C(=O)OCC)cc2)c1, predict the reactants needed to synthesize it. The reactants are: CCCCCCCCCCOc1cccc(-n2c(C)ccc2-c2ccc(O)cc2)c1.CCOC(=O)[C@@H](O)Cc1ccccc1. (7) Given the product Cc1c(Cl)cc(C(C)(C)C)c(O)c1-c1nc2ccc(S(=O)(=O)C(F)(F)F)cc2c(=O)[nH]1, predict the reactants needed to synthesize it. The reactants are: Cc1c(Cl)cc(C(C)(C)C)c(O)c1C=O.NC(=O)c1cc(S(=O)(=O)C(F)(F)F)ccc1N.